This data is from Forward reaction prediction with 1.9M reactions from USPTO patents (1976-2016). The task is: Predict the product of the given reaction. (1) Given the reactants [NH2:1][CH2:2][CH2:3][N:4]1[CH2:9][CH2:8][O:7][CH2:6][CH2:5]1.CO[C:12]1[C:21](=[O:22])[C:16]2[N:17]=[C:18]([CH3:20])[S:19][C:15]=2[C:14](=[O:23])[CH:13]=1, predict the reaction product. The product is: [CH3:20][C:18]1[S:19][C:15]2[C:14](=[O:23])[CH:13]=[C:12]([NH:1][CH2:2][CH2:3][N:4]3[CH2:9][CH2:8][O:7][CH2:6][CH2:5]3)[C:21](=[O:22])[C:16]=2[N:17]=1. (2) Given the reactants C(Cl)CCl.FC(F)(F)C(O)=O.[O:12]=[C:13]1[CH2:18][O:17][C:16]2[CH:19]=[C:20](/[CH:23]=[CH:24]/[C:25]([OH:27])=O)[CH:21]=[N:22][C:15]=2[NH:14]1.C1C=CC2N(O)N=NC=2C=1.[CH3:38][NH:39][C@@H:40]([C:42]1[O:43][C:44]2[CH:51]=[CH:50][CH:49]=[CH:48][C:45]=2[C:46]=1[CH3:47])[CH3:41].C(N(C(C)C)C(C)C)C, predict the reaction product. The product is: [CH3:38][N:39]([C@@H:40]([C:42]1[O:43][C:44]2[CH:51]=[CH:50][CH:49]=[CH:48][C:45]=2[C:46]=1[CH3:47])[CH3:41])[C:25](=[O:27])/[CH:24]=[CH:23]/[C:20]1[CH:21]=[N:22][C:15]2[NH:14][C:13](=[O:12])[CH2:18][O:17][C:16]=2[CH:19]=1. (3) Given the reactants [CH3:1][C:2]1[CH:3]=[C:4]([OH:9])[CH:5]=[CH:6][C:7]=1[CH3:8].C([Mg]Cl)(C)C.[C:15]1([CH:21]([C:33]2[CH:38]=[CH:37][CH:36]=[CH:35][CH:34]=2)[N:22]2[C:30]3[C:25](=[CH:26][CH:27]=[CH:28][CH:29]=3)[C:24](=[O:31])[C:23]2=[O:32])[CH:20]=[CH:19][CH:18]=[CH:17][CH:16]=1, predict the reaction product. The product is: [C:33]1([CH:21]([C:15]2[CH:20]=[CH:19][CH:18]=[CH:17][CH:16]=2)[N:22]2[C:30]3[C:25](=[CH:26][CH:27]=[CH:28][CH:29]=3)[C:24]([OH:31])([C:5]3[CH:6]=[C:7]([CH3:8])[C:2]([CH3:1])=[CH:3][C:4]=3[OH:9])[C:23]2=[O:32])[CH:34]=[CH:35][CH:36]=[CH:37][CH:38]=1. (4) Given the reactants Cl[C:2]1[CH:7]=[C:6]([NH:8][CH3:9])[N:5]=[C:4]([NH:10][C@@H:11]2[CH2:16][CH2:15][C@H:14]([C:17]([NH:19][CH2:20][C:21]3[CH:26]=[CH:25][CH:24]=[CH:23][C:22]=3[C:27]([F:30])([F:29])[F:28])=[O:18])[CH2:13][CH2:12]2)[N:3]=1.[CH2:31]([NH2:38])[C:32]1[CH:37]=[CH:36][CH:35]=[CH:34][CH:33]=1, predict the reaction product. The product is: [CH3:9][NH:8][C:6]1[CH:7]=[C:2]([NH:38][CH2:31][C:32]2[CH:37]=[CH:36][CH:35]=[CH:34][CH:33]=2)[N:3]=[C:4]([NH:10][C@@H:11]2[CH2:16][CH2:15][C@H:14]([C:17]([NH:19][CH2:20][C:21]3[CH:26]=[CH:25][CH:24]=[CH:23][C:22]=3[C:27]([F:29])([F:28])[F:30])=[O:18])[CH2:13][CH2:12]2)[N:5]=1. (5) Given the reactants Cl[C:2]1[N:7]=[C:6]([O:8][CH3:9])[CH:5]=[C:4]([O:10][CH3:11])[N:3]=1.[CH3:12][N:13]1[CH2:18][CH2:17][NH:16][CH2:15][CH2:14]1, predict the reaction product. The product is: [CH3:11][O:10][C:4]1[CH:5]=[C:6]([O:8][CH3:9])[N:7]=[C:2]([N:16]2[CH2:17][CH2:18][N:13]([CH3:12])[CH2:14][CH2:15]2)[N:3]=1. (6) Given the reactants [NH2:1][C:2]1[S:6][N:5]=[C:4]([C:7]2[CH:12]=[CH:11][CH:10]=[C:9]([N+:13]([O-])=O)[CH:8]=2)[C:3]=1[C:16]([NH2:18])=[O:17].[NH4+].[Cl-], predict the reaction product. The product is: [NH2:1][C:2]1[S:6][N:5]=[C:4]([C:7]2[CH:12]=[CH:11][CH:10]=[C:9]([NH2:13])[CH:8]=2)[C:3]=1[C:16]([NH2:18])=[O:17]. (7) Given the reactants [Cl:1][C:2]1[N:7]=[N:6][C:5]([O:8][C:9]2[C:14]([CH3:15])=[CH:13][CH:12]=[CH:11][C:10]=2[CH:16]2[CH2:18][CH2:17]2)=[C:4]([OH:19])[CH:3]=1.C(=O)([O-])[O-].[K+].[K+].[N:26]1([C:32](Cl)=[O:33])[CH2:31][CH2:30][O:29][CH2:28][CH2:27]1, predict the reaction product. The product is: [N:26]1([C:32]([O:19][C:4]2[CH:3]=[C:2]([Cl:1])[N:7]=[N:6][C:5]=2[O:8][C:9]2[C:14]([CH3:15])=[CH:13][CH:12]=[CH:11][C:10]=2[CH:16]2[CH2:18][CH2:17]2)=[O:33])[CH2:31][CH2:30][O:29][CH2:28][CH2:27]1. (8) Given the reactants [N:1]([C@H:4]1[CH2:8][N:7]([C:9]([O:11][C:12]([CH3:15])([CH3:14])[CH3:13])=[O:10])[C@@H:6]([CH2:16][N:17]2[C:25](=[O:26])[C:24]3[C:19](=[CH:20][CH:21]=[CH:22][CH:23]=3)[C:18]2=[O:27])[CH2:5]1)=[N+]=[N-], predict the reaction product. The product is: [NH2:1][C@H:4]1[CH2:8][N:7]([C:9]([O:11][C:12]([CH3:14])([CH3:15])[CH3:13])=[O:10])[C@@H:6]([CH2:16][N:17]2[C:25](=[O:26])[C:24]3[C:19](=[CH:20][CH:21]=[CH:22][CH:23]=3)[C:18]2=[O:27])[CH2:5]1. (9) Given the reactants [CH2:1](O)[CH2:2][CH2:3][CH2:4][CH2:5][CH2:6][CH2:7][CH2:8][CH2:9][CH:10]=[CH2:11].P(Br)(Br)[Br:14], predict the reaction product. The product is: [Br:14][CH2:1][CH2:2][CH2:3][CH2:4][CH2:5][CH2:6][CH2:7][CH2:8][CH2:9][CH:10]=[CH2:11]. (10) Given the reactants [Br:1][C:2]1[C:7]([OH:8])=[CH:6][CH:5]=[C:4]([CH2:9][OH:10])[N:3]=1, predict the reaction product. The product is: [Br:1][C:2]1[N:3]=[C:4]([CH:9]=[O:10])[CH:5]=[CH:6][C:7]=1[OH:8].